From a dataset of Catalyst prediction with 721,799 reactions and 888 catalyst types from USPTO. Predict which catalyst facilitates the given reaction. (1) Reactant: [CH3:1][O:2][C:3](=[O:33])[C:4]1[CH:9]=[C:8]([O:10][C:11]2[CH:16]=[CH:15][C:14]([NH2:17])=[C:13]([C:18]([F:21])([F:20])[F:19])[CH:12]=2)[CH:7]=[CH:6][C:5]=1[NH:22][S:23]([C:26]1[CH:31]=[CH:30][C:29]([CH3:32])=[CH:28][CH:27]=1)(=[O:25])=[O:24].[S:34](Cl)([C:37]1[CH:43]=[CH:42][C:40]([CH3:41])=[CH:39][CH:38]=1)(=[O:36])=[O:35].N1C=CC=CC=1. The catalyst class is: 2. Product: [CH3:1][O:2][C:3](=[O:33])[C:4]1[CH:9]=[C:8]([O:10][C:11]2[CH:16]=[CH:15][C:14]([NH:17][S:34]([C:37]3[CH:43]=[CH:42][C:40]([CH3:41])=[CH:39][CH:38]=3)(=[O:36])=[O:35])=[C:13]([C:18]([F:19])([F:21])[F:20])[CH:12]=2)[CH:7]=[CH:6][C:5]=1[NH:22][S:23]([C:26]1[CH:27]=[CH:28][C:29]([CH3:32])=[CH:30][CH:31]=1)(=[O:25])=[O:24]. (2) The catalyst class is: 234. Product: [O:8]1[CH2:23][CH2:24][O:25][CH:7]1[C:6]1[CH:5]=[CH:4][C:3]([CH2:9][OH:10])=[CH:2][CH:1]=1. Reactant: [CH:1]1[C:6]([CH:7]=[O:8])=[CH:5][CH:4]=[C:3]([CH:9]=[O:10])[CH:2]=1.O.C1(C)C=CC(S(O)(=O)=O)=CC=1.[CH2:23](O)[CH2:24][OH:25].[BH4-].[Na+]. (3) Reactant: [OH:1][CH2:2][C:3]([OH:19])([C:15]([F:18])([F:17])[F:16])[CH2:4][C:5]1[C:14]2[C:9](=[CH:10][CH:11]=[CH:12][CH:13]=2)[S:8][CH2:7][CH:6]=1.[H][H]. Product: [OH:1][CH2:2][C:3]([OH:19])([C:15]([F:16])([F:17])[F:18])[CH2:4][CH:5]1[C:14]2[C:9](=[CH:10][CH:11]=[CH:12][CH:13]=2)[S:8][CH2:7][CH2:6]1. The catalyst class is: 171. (4) Reactant: C([N:4]1[C:12]2[C:7](=[CH:8][C:9]([O:13][C:14]3[CH:21]=[CH:20][C:19]([F:22])=[CH:18][C:15]=3[C:16]#[N:17])=[CH:10][CH:11]=2)[CH:6]=[N:5]1)(=O)C.Cl.[OH-].[Na+].O. Product: [NH:4]1[C:12]2[C:7](=[CH:8][C:9]([O:13][C:14]3[CH:21]=[CH:20][C:19]([F:22])=[CH:18][C:15]=3[C:16]#[N:17])=[CH:10][CH:11]=2)[CH:6]=[N:5]1. The catalyst class is: 5. (5) Reactant: N1C=CC=CC=1NCCCO[C:12]1[CH:13]=[C:14]2[C:19](=[CH:20][CH:21]=1)[CH2:18][CH:17]([CH2:22][C:23]([OH:25])=[O:24])[CH2:16][CH2:15]2.[OH:26][CH2:27][CH2:28][C:29]1[N:34]=[C:33]([NH:35][C:36](=[O:42])[O:37][C:38]([CH3:41])([CH3:40])[CH3:39])[CH:32]=[CH:31][CH:30]=1.[C:43]1(P(C2C=CC=CC=2)C2C=CC=CC=2)C=CC=C[CH:44]=1.N(C(OC(C)C)=O)=NC(OC(C)C)=O. Product: [CH3:40][C:38]([CH3:39])([O:37][C:36]([NH:35][C:33]1[N:34]=[C:29]([CH2:28][CH2:27][O:26][C:12]2[CH:13]=[C:14]3[C:19](=[CH:20][CH:21]=2)[CH2:18][CH:17]([CH2:22][C:23]([O:25][CH2:43][CH3:44])=[O:24])[CH2:16][CH2:15]3)[CH:30]=[CH:31][CH:32]=1)=[O:42])[CH3:41]. The catalyst class is: 1.